From a dataset of Reaction yield outcomes from USPTO patents with 853,638 reactions. Predict the reaction yield, written as a fraction of the theoretical maximum amount of product (1.0 means a 100% yield; for example, 0.34 means a 34% yield). (1) The reactants are [C:1]([C:3]1[N:7]2[N:8]=[C:9]([C:12]3[CH:17]=[CH:16][C:15]([C:18]([N:20]4[CH2:25][CH2:24][O:23][CH2:22][CH2:21]4)=[O:19])=[CH:14][CH:13]=3)[CH:10]=[CH:11][C:6]2=[N:5][CH:4]=1)#[CH:2].I[C:27]1[C:35]2[C:30](=[N:31][CH:32]=[C:33]([C:36]([F:39])([F:38])[F:37])[CH:34]=2)[NH:29][CH:28]=1. No catalyst specified. The product is [O:23]1[CH2:22][CH2:21][N:20]([C:18]([C:15]2[CH:14]=[CH:13][C:12]([C:9]3[CH:10]=[CH:11][C:6]4[N:7]([C:3]([C:1]#[C:2][C:27]5[C:35]6[C:30](=[N:31][CH:32]=[C:33]([C:36]([F:39])([F:38])[F:37])[CH:34]=6)[NH:29][CH:28]=5)=[CH:4][N:5]=4)[N:8]=3)=[CH:17][CH:16]=2)=[O:19])[CH2:25][CH2:24]1. The yield is 0.960. (2) The reactants are [CH:1]1[C:10]2[C:5](=[CH:6][CH:7]=[CH:8][CH:9]=2)[CH:4]=[CH:3][C:2]=1[C:11]([CH2:13][CH2:14][CH2:15][CH2:16][CH2:17][CH2:18][C:19]([OH:21])=O)=[O:12].[NH2:22][C:23]1[S:27][C:26]([SH:28])=[N:25][N:24]=1.[C:29]1(N)C=CC=C[C:30]=1N. No catalyst specified. The product is [S:28]=[C:26]1[S:27][C:23]([NH:22][C:19](=[O:21])[CH2:18][CH2:17][CH2:16][CH2:15][CH2:14][CH2:13][C:11]([C:2]2[CH:1]=[CH:10][C:5]([C:6]3[CH:7]=[CH:8][CH:9]=[CH:30][CH:29]=3)=[CH:4][CH:3]=2)=[O:12])=[N:24][NH:25]1. The yield is 0.340. (3) The reactants are C1C=CC2N(O)N=NC=2C=1.CCN(C(C)C)C(C)C.[C:20]1([C:26]2[N:31]=[CH:30][C:29]([NH:32][C:33](=[O:38])[CH2:34][C:35]([OH:37])=O)=[CH:28][CH:27]=2)[CH:25]=[CH:24][CH:23]=[CH:22][CH:21]=1.CCN=C=NCCCN(C)C.Cl.Cl.[Br:52][C:53]1[CH:58]=[CH:57][CH:56]=[CH:55][C:54]=1[C:59]([N:61]1[CH2:66][CH2:65][NH:64][CH2:63][CH2:62]1)=[O:60]. The catalyst is CN(C=O)C.O. The product is [Br:52][C:53]1[CH:58]=[CH:57][CH:56]=[CH:55][C:54]=1[C:59]([N:61]1[CH2:62][CH2:63][N:64]([C:35](=[O:37])[CH2:34][C:33]([NH:32][C:29]2[CH:30]=[N:31][C:26]([C:20]3[CH:21]=[CH:22][CH:23]=[CH:24][CH:25]=3)=[CH:27][CH:28]=2)=[O:38])[CH2:65][CH2:66]1)=[O:60]. The yield is 0.460. (4) The reactants are [Br:1][C:2]1[CH:11]=[C:10]2[C:5]([C:6]([Cl:12])=[CH:7][CH:8]=[N:9]2)=[CH:4][C:3]=1[Cl:13].C(O)(C(F)(F)F)=[O:15]. No catalyst specified. The product is [Br:1][C:2]1[CH:11]=[C:10]2[C:5]([C:6]([Cl:12])=[CH:7][CH:8]=[N+:9]2[O-:15])=[CH:4][C:3]=1[Cl:13]. The yield is 0.850. (5) The catalyst is C1COCC1.CCOC(C)=O. The product is [CH2:24]([C:7]1[C:2]([Cl:1])=[C:3]2[CH:10]=[CH:9][N:8]([Si:11]([CH:15]([CH3:17])[CH3:16])([CH:18]([CH3:20])[CH3:19])[CH:12]([CH3:13])[CH3:14])[C:4]2=[N:5][CH:6]=1)[CH:22]=[CH2:23]. The reactants are [Cl:1][C:2]1[CH:7]=[CH:6][N:5]=[C:4]2[N:8]([Si:11]([CH:18]([CH3:20])[CH3:19])([CH:15]([CH3:17])[CH3:16])[CH:12]([CH3:14])[CH3:13])[CH:9]=[CH:10][C:3]=12.[Li][CH:22]([CH2:24]C)[CH3:23].[Cu]C#N.C(Br)C=C.C([O-])(O)=O.[Na+]. The yield is 0.910.